The task is: Regression. Given two drug SMILES strings and cell line genomic features, predict the synergy score measuring deviation from expected non-interaction effect.. This data is from Merck oncology drug combination screen with 23,052 pairs across 39 cell lines. (1) Drug 1: Cn1nnc2c(C(N)=O)ncn2c1=O. Drug 2: NC1(c2ccc(-c3nc4ccn5c(=O)[nH]nc5c4cc3-c3ccccc3)cc2)CCC1. Cell line: OCUBM. Synergy scores: synergy=-14.0. (2) Drug 1: CCc1c2c(nc3ccc(O)cc13)-c1cc3c(c(=O)n1C2)COC(=O)C3(O)CC. Drug 2: CNC(=O)c1cc(Oc2ccc(NC(=O)Nc3ccc(Cl)c(C(F)(F)F)c3)cc2)ccn1. Cell line: UWB1289. Synergy scores: synergy=-2.47. (3) Drug 1: CC1CC2C3CCC4=CC(=O)C=CC4(C)C3(F)C(O)CC2(C)C1(O)C(=O)CO. Drug 2: NC(=O)c1cccc2cn(-c3ccc(C4CCCNC4)cc3)nc12. Cell line: COLO320DM. Synergy scores: synergy=14.4. (4) Drug 1: C=CCn1c(=O)c2cnc(Nc3ccc(N4CCN(C)CC4)cc3)nc2n1-c1cccc(C(C)(C)O)n1. Drug 2: NC(=O)c1cccc2cn(-c3ccc(C4CCCNC4)cc3)nc12. Cell line: LOVO. Synergy scores: synergy=9.09. (5) Drug 1: CN(Cc1cnc2nc(N)nc(N)c2n1)c1ccc(C(=O)NC(CCC(=O)O)C(=O)O)cc1. Drug 2: CCN(CC)CCNC(=O)c1c(C)[nH]c(C=C2C(=O)Nc3ccc(F)cc32)c1C. Cell line: LNCAP. Synergy scores: synergy=-9.92.